Dataset: Reaction yield outcomes from USPTO patents with 853,638 reactions. Task: Predict the reaction yield, written as a fraction of the theoretical maximum amount of product (1.0 means a 100% yield; for example, 0.34 means a 34% yield). (1) The reactants are [CH2:1]([Mg]Br)[CH3:2].[S:5]1[CH:9]=[CH:8][C:7]([CH2:10][CH:11]=[O:12])=[CH:6]1.[Cl-].[NH4+]. The catalyst is O1CCCC1. The product is [S:5]1[CH:9]=[CH:8][C:7]([CH2:10][CH:11]([OH:12])[CH2:1][CH3:2])=[CH:6]1. The yield is 0.220. (2) The reactants are [F:1][C:2]1[CH:7]=[CH:6][C:5]([CH2:8][C:9]#[N:10])=[CH:4][C:3]=1[O:11][CH3:12].[O-]CC.[Na+].[CH:17](=O)[C:18]1[CH:23]=[CH:22][CH:21]=[CH:20][CH:19]=1. The catalyst is CCO. The product is [F:1][C:2]1[CH:7]=[CH:6][C:5]([C:8](=[CH:17][C:18]2[CH:23]=[CH:22][CH:21]=[CH:20][CH:19]=2)[C:9]#[N:10])=[CH:4][C:3]=1[O:11][CH3:12]. The yield is 0.860. (3) The reactants are Br[C:2]1[CH:3]=[CH:4][C:5]([O:8][CH2:9][C:10]2[C:11]([C:16]3[CH:21]=[CH:20][CH:19]=[CH:18][CH:17]=3)=[N:12][O:13][C:14]=2[CH3:15])=[N:6][CH:7]=1.C([Li])CCC.[CH3:27][S:28]SC. The catalyst is C1COCC1. The product is [CH3:15][C:14]1[O:13][N:12]=[C:11]([C:16]2[CH:21]=[CH:20][CH:19]=[CH:18][CH:17]=2)[C:10]=1[CH2:9][O:8][C:5]1[CH:4]=[CH:3][C:2]([S:28][CH3:27])=[CH:7][N:6]=1. The yield is 0.500. (4) The reactants are [F:1][C:2]1[CH:7]=[CH:6][C:5]([F:8])=[CH:4][C:3]=1[C@@H:9]1[CH2:13][C@H:12]([F:14])[CH2:11][N:10]1[C:15]1[CH:20]=[CH:19][N:18]2[N:21]=[CH:22][C:23]([C:24](O)=[O:25])=[C:17]2[N:16]=1.Cl.[C:28]([NH:34][NH2:35])(=[O:33])[C:29]([CH3:32])([CH3:31])[CH3:30].CCN(C(C)C)C(C)C.CN(C(ON1N=NC2C=CC=NC1=2)=[N+](C)C)C.F[P-](F)(F)(F)(F)F. The catalyst is CN(C=O)C.O. The product is [F:1][C:2]1[CH:7]=[CH:6][C:5]([F:8])=[CH:4][C:3]=1[C@@H:9]1[CH2:13][C@H:12]([F:14])[CH2:11][N:10]1[C:15]1[CH:20]=[CH:19][N:18]2[N:21]=[CH:22][C:23]([C:24]([NH:35][NH:34][C:28](=[O:33])[C:29]([CH3:32])([CH3:31])[CH3:30])=[O:25])=[C:17]2[N:16]=1. The yield is 0.530. (5) The reactants are [Cl:1][C:2]1[C:11]2[C:6](=[CH:7][CH:8]=[C:9]([CH:12]=[O:13])[CH:10]=2)[N:5]=[C:4]([N:14]2[CH2:20][C:19]3[CH:21]=[CH:22][CH:23]=[CH:24][C:18]=3[S:17](=[O:26])(=[O:25])[CH2:16][CH2:15]2)[CH:3]=1.[CH3:27][Mg]Br. The catalyst is O1CCCC1. The product is [Cl:1][C:2]1[C:11]2[C:6](=[CH:7][CH:8]=[C:9]([CH:12]([OH:13])[CH3:27])[CH:10]=2)[N:5]=[C:4]([N:14]2[CH2:20][C:19]3[CH:21]=[CH:22][CH:23]=[CH:24][C:18]=3[S:17](=[O:26])(=[O:25])[CH2:16][CH2:15]2)[CH:3]=1. The yield is 0.960. (6) The reactants are [H-].[Al+3].[Li+].[H-].[H-].[H-].[CH3:7][N:8]([CH3:19])[C:9](=O)[CH2:10][CH2:11][C:12]1[CH:16]=[C:15]([CH3:17])[NH:14][CH:13]=1. The catalyst is C1COCC1. The product is [CH3:19][N:8]([CH3:7])[CH2:9][CH2:10][CH2:11][C:12]1[CH:16]=[C:15]([CH3:17])[NH:14][CH:13]=1. The yield is 0.980. (7) The reactants are [NH:1]1[CH2:5][CH2:4][NH:3][C:2]1=[O:6].Br[C:8]1[CH:17]=[C:16]2[C:11]([CH:12]=[CH:13][CH:14]=[N:15]2)=[CH:10][CH:9]=1.N[C@@H]1[CH2:24][CH2:23][CH2:22][CH2:21][C@H:20]1[NH2:25].P([O-])([O-])([O-])=O.[K+].[K+].[K+].O1CCOC[CH2:35]1. The catalyst is [Cu](I)I. The product is [CH3:35][C:22]1[CH:21]=[CH:20][N:25]=[CH:24][C:23]=1[N:1]1[CH2:5][CH2:4][N:3]([C:8]2[CH:17]=[C:16]3[C:11]([CH:12]=[CH:13][CH:14]=[N:15]3)=[CH:10][CH:9]=2)[C:2]1=[O:6]. The yield is 0.653.